Task: Predict the reactants needed to synthesize the given product.. Dataset: Full USPTO retrosynthesis dataset with 1.9M reactions from patents (1976-2016) (1) Given the product [F:27][CH:14]([CH2:15][CH2:16][C:17]1[S:21][C:20]([C:22](=[O:24])[NH:37][CH2:36][C:32]2[CH:31]=[C:30]([C:29]([F:39])([F:28])[F:38])[CH:35]=[CH:34][N:33]=2)=[N:19][N:18]=1)[CH2:13][N:11]1[CH:12]=[C:8]([C:6]([O:5][C:1]([CH3:2])([CH3:3])[CH3:4])=[O:7])[N:9]=[N:10]1, predict the reactants needed to synthesize it. The reactants are: [C:1]([O:5][C:6]([C:8]1[N:9]=[N:10][N:11]([CH2:13][CH:14]([F:27])[CH2:15][CH2:16][C:17]2[S:21][C:20]([C:22]([O:24]CC)=O)=[N:19][N:18]=2)[CH:12]=1)=[O:7])([CH3:4])([CH3:3])[CH3:2].[F:28][C:29]([F:39])([F:38])[C:30]1[CH:35]=[CH:34][N:33]=[C:32]([CH2:36][NH2:37])[CH:31]=1. (2) Given the product [ClH:1].[Cl:1][C:2]1[CH:7]=[C:6]([F:8])[CH:5]=[CH:4][C:3]=1[C:9]1[S:13][C:12]([C:14]([N:41]2[CH2:40][CH2:39][C:38]([C:44]([NH2:46])=[O:45])([N:35]3[CH2:34][CH2:33][C:32]([F:31])([F:47])[CH2:37][CH2:36]3)[CH2:43][CH2:42]2)=[O:16])=[CH:11][C:10]=1[C:17]1[CH:22]=[CH:21][C:20]([O:23][CH2:24][CH2:25][CH2:26][S:27]([CH3:30])(=[O:28])=[O:29])=[CH:19][CH:18]=1, predict the reactants needed to synthesize it. The reactants are: [Cl:1][C:2]1[CH:7]=[C:6]([F:8])[CH:5]=[CH:4][C:3]=1[C:9]1[S:13][C:12]([C:14]([OH:16])=O)=[CH:11][C:10]=1[C:17]1[CH:22]=[CH:21][C:20]([O:23][CH2:24][CH2:25][CH2:26][S:27]([CH3:30])(=[O:29])=[O:28])=[CH:19][CH:18]=1.[F:31][C:32]1([F:47])[CH2:37][CH2:36][N:35]([C:38]2([C:44]([NH2:46])=[O:45])[CH2:43][CH2:42][NH:41][CH2:40][CH2:39]2)[CH2:34][CH2:33]1.CN(C(ON1N=NC2C=CC=CC1=2)=[N+](C)C)C.[B-](F)(F)(F)F.Cl. (3) The reactants are: [OH-].[Na+:2].[OH:3][C:4]1[CH:9]=[CH:8][C:7]([S:10]([OH:13])(=[O:12])=[O:11])=[CH:6][C:5]=1[I:14].[CH2:15](Br)[C:16]1[CH:21]=[CH:20][CH:19]=[CH:18][CH:17]=1.O.S(=O)(=O)(O)O. Given the product [CH2:15]([O:3][C:4]1[CH:9]=[CH:8][C:7]([S:10]([O-:13])(=[O:11])=[O:12])=[CH:6][C:5]=1[I:14])[C:16]1[CH:21]=[CH:20][CH:19]=[CH:18][CH:17]=1.[Na+:2], predict the reactants needed to synthesize it. (4) Given the product [Cl:11][C:6]1[CH:7]=[CH:17][N:16]=[C:15]2[CH:14]=[CH:13][S:12][C:20]=12, predict the reactants needed to synthesize it. The reactants are: CN(C)C=O.[C:6]([Cl:11])(=O)[C:7](Cl)=O.[S:12]1[C:20]2C(=O)C=[CH:17][NH:16][C:15]=2[CH:14]=[CH:13]1. (5) Given the product [C:28]([C:18]1([CH2:17][O:16][C:3]2[C:2]([CH:30]3[CH2:32][CH2:31]3)=[CH:14][C:6]([C:7]([O:9][C:10]([CH3:13])([CH3:12])[CH3:11])=[O:8])=[C:5]([F:15])[CH:4]=2)[CH:25]2[CH2:26][CH:21]3[CH2:22][CH:23]([CH2:27][CH:19]1[CH2:20]3)[CH2:24]2)#[N:29], predict the reactants needed to synthesize it. The reactants are: Cl[C:2]1[C:3]([O:16][CH2:17][C:18]2([C:28]#[N:29])[CH:25]3[CH2:26][CH:21]4[CH2:22][CH:23]([CH2:27][CH:19]2[CH2:20]4)[CH2:24]3)=[CH:4][C:5]([F:15])=[C:6]([CH:14]=1)[C:7]([O:9][C:10]([CH3:13])([CH3:12])[CH3:11])=[O:8].[CH:30]1(B(O)O)[CH2:32][CH2:31]1.P([O-])([O-])([O-])=O.[K+].[K+].[K+].F[B-](F)(F)F.C1(P(C2CCCCC2)C2CCCCC2)CCCCC1. (6) Given the product [NH2:35][CH2:34][CH2:33][O:32][CH2:31][CH2:30][O:29][CH2:28][CH2:27][NH:26][C:24](=[O:25])[C:23]1[CH:43]=[CH:44][CH:45]=[C:21]([C:4]2[CH:5]=[CH:6][C:7]([O:8][C@@H:9]3[C@:14]([OH:16])([CH3:15])[C@@H:13]([OH:17])[C@H:12]([OH:18])[C@@H:11]([CH2:19][OH:20])[O:10]3)=[C:2]([CH3:1])[CH:3]=2)[CH:22]=1.[C:46]([OH:52])([C:48]([F:51])([F:50])[F:49])=[O:47], predict the reactants needed to synthesize it. The reactants are: [CH3:1][C:2]1[CH:3]=[C:4]([C:21]2[CH:22]=[C:23]([CH:43]=[CH:44][CH:45]=2)[C:24]([NH:26][CH2:27][CH2:28][O:29][CH2:30][CH2:31][O:32][CH2:33][CH2:34][NH:35]C(=O)OC(C)(C)C)=[O:25])[CH:5]=[CH:6][C:7]=1[O:8][C@@H:9]1[C@:14]([OH:16])([CH3:15])[C@@H:13]([OH:17])[C@H:12]([OH:18])[C@@H:11]([CH2:19][OH:20])[O:10]1.[C:46]([OH:52])([C:48]([F:51])([F:50])[F:49])=[O:47]. (7) Given the product [C:32]([C:31]1[CH:34]=[CH:35][CH:36]=[CH:37][C:30]=1[CH2:29][N:21]1[CH2:22][CH:23]2[O:25][CH:19]([CH2:18][N:17]([CH2:16][CH2:15][N:10]([CH2:9][CH2:8][O:7][C:6]3[CH:5]=[CH:4][C:3]([C:1]#[N:2])=[CH:27][CH:26]=3)[S:11]([CH3:14])(=[O:13])=[O:12])[CH2:24]2)[CH2:20]1)#[N:33], predict the reactants needed to synthesize it. The reactants are: [C:1]([C:3]1[CH:27]=[CH:26][C:6]([O:7][CH2:8][CH2:9][N:10]([CH2:15][CH2:16][N:17]2[CH2:24][CH:23]3[O:25][CH:19]([CH2:20][NH:21][CH2:22]3)[CH2:18]2)[S:11]([CH3:14])(=[O:13])=[O:12])=[CH:5][CH:4]=1)#[N:2].Br[CH2:29][C:30]1[CH:37]=[CH:36][CH:35]=[CH:34][C:31]=1[C:32]#[N:33].C(=O)([O-])[O-].[K+].[K+]. (8) Given the product [CH3:1][O:2][C:3]1[N:8]=[C:7]([C:9](=[O:11])[CH2:14][C:13]([O:16][CH2:17][CH3:18])=[O:15])[CH:6]=[CH:5][CH:4]=1, predict the reactants needed to synthesize it. The reactants are: [CH3:1][O:2][C:3]1[N:8]=[C:7]([C:9]([O:11]C)=O)[CH:6]=[CH:5][CH:4]=1.[C:13]([O:16][CH2:17][CH3:18])(=[O:15])[CH3:14].C[Si]([N-][Si](C)(C)C)(C)C.[Li+]. (9) The reactants are: C(OC([NH:8][C@@H:9]([CH2:46][C:47]1[CH:52]=[CH:51][CH:50]=[CH:49][CH:48]=1)[C@@H:10]([O:38][Si](C(C)(C)C)(C)C)[CH2:11][C@@H:12]([NH:25][C:26](=[O:37])[C@H:27]([C:33]([CH3:36])([CH3:35])[CH3:34])[NH:28][C:29]([O:31][CH3:32])=[O:30])[CH2:13][C:14]1[CH:19]=[CH:18][C:17]([C:20]2[S:21][CH:22]=[CH:23][N:24]=2)=[CH:16][CH:15]=1)=O)(C)(C)C.[F-].C([N+](CCCC)(CCCC)CCCC)CCC. Given the product [NH2:8][C@@H:9]([CH2:46][C:47]1[CH:48]=[CH:49][CH:50]=[CH:51][CH:52]=1)[C@@H:10]([OH:38])[CH2:11][C@@H:12]([NH:25][C:26](=[O:37])[C@H:27]([C:33]([CH3:36])([CH3:35])[CH3:34])[NH:28][C:29]([O:31][CH3:32])=[O:30])[CH2:13][C:14]1[CH:19]=[CH:18][C:17]([C:20]2[S:21][CH:22]=[CH:23][N:24]=2)=[CH:16][CH:15]=1, predict the reactants needed to synthesize it.